Task: Predict the reaction yield, written as a fraction of the theoretical maximum amount of product (1.0 means a 100% yield; for example, 0.34 means a 34% yield).. Dataset: Reaction yield outcomes from USPTO patents with 853,638 reactions (1) The reactants are [NH:1]1[CH2:7][CH2:6][CH2:5][CH:4]([C:8]2[N:16]3[C:11]([C:12]([NH2:17])=[N:13][CH:14]=[N:15]3)=[C:10]([C:18]3[CH:19]=[CH:20][C:21]4[C:25]([CH:26]=3)=[N:24][N:23]([CH2:27][C:28]3[CH:33]=[CH:32][CH:31]=[CH:30][CH:29]=3)[CH:22]=4)[CH:9]=2)[CH2:3][CH2:2]1.[CH3:34][S:35](Cl)(=[O:37])=[O:36].C(N(CC)C(C)C)(C)C. The catalyst is CN(C=O)C. The product is [CH2:27]([N:23]1[CH:22]=[C:21]2[C:25]([CH:26]=[C:18]([C:10]3[CH:9]=[C:8]([CH:4]4[CH2:5][CH2:6][CH2:7][N:1]([S:35]([CH3:34])(=[O:37])=[O:36])[CH2:2][CH2:3]4)[N:16]4[C:11]=3[C:12]([NH2:17])=[N:13][CH:14]=[N:15]4)[CH:19]=[CH:20]2)=[N:24]1)[C:28]1[CH:33]=[CH:32][CH:31]=[CH:30][CH:29]=1. The yield is 0.210. (2) The reactants are [CH:1]([C:3]1[CH:8]=[CH:7][C:6]([C@@H:9]2[O:14][CH2:13][CH2:12][N:11]([C:15]([O:17][C:18]([CH3:21])([CH3:20])[CH3:19])=[O:16])[CH2:10]2)=[CH:5][CH:4]=1)=O.[F:22][C:23]1[CH:32]=[CH:31][C:26]([C:27]([NH:29][NH2:30])=[O:28])=[CH:25][CH:24]=1. The catalyst is C(O)C. The product is [F:22][C:23]1[CH:32]=[CH:31][C:26]([C:27]([NH:29][N:30]=[CH:1][C:3]2[CH:8]=[CH:7][C:6]([C@@H:9]3[O:14][CH2:13][CH2:12][N:11]([C:15]([O:17][C:18]([CH3:21])([CH3:20])[CH3:19])=[O:16])[CH2:10]3)=[CH:5][CH:4]=2)=[O:28])=[CH:25][CH:24]=1. The yield is 0.580. (3) The reactants are [CH3:1][CH:2]([C:4]1[N:8]=[C:7]([N:9]2[CH2:14][CH2:13][CH:12]([CH:15]=[O:16])[CH2:11][CH2:10]2)[O:6][N:5]=1)[CH3:3].C[Mg]Br.[CH3:20][S:21](Cl)(=[O:23])=[O:22].[CH3:25]CN(CC)CC. No catalyst specified. The product is [CH3:20][S:21]([O:16][CH:15]([CH:12]1[CH2:13][CH2:14][N:9]([C:7]2[O:6][N:5]=[C:4]([CH:2]([CH3:1])[CH3:3])[N:8]=2)[CH2:10][CH2:11]1)[CH3:25])(=[O:23])=[O:22]. The yield is 0.490. (4) The reactants are [CH:1]#[C:2][CH2:3][CH3:4].Br[C:6]1[CH:7]=[N:8][CH:9]=[C:10]([Br:12])[CH:11]=1. The catalyst is C(#N)C.CCOC(C)=O.Cl[Pd](Cl)([P](C1C=CC=CC=1)(C1C=CC=CC=1)C1C=CC=CC=1)[P](C1C=CC=CC=1)(C1C=CC=CC=1)C1C=CC=CC=1. The product is [Br:12][C:10]1[CH:9]=[N:8][CH:7]=[C:6]([C:1]#[C:2][CH2:3][CH3:4])[CH:11]=1. The yield is 0.870. (5) The reactants are [CH3:1][C:2]1[CH:3]=[C:4]([C:8](=O)[CH2:9][CH2:10][CH3:11])[CH:5]=[N:6][CH:7]=1.C([O-])=O.[NH4+:16].Cl. The catalyst is CO.C[C]1[C](C)[C](C)[C](C)[C]1C.C[C]1[C](C)[C](C)[C](C)[C]1C.Cl[Rh]Cl.Cl[Rh]Cl. The product is [CH3:1][C:2]1[CH:3]=[C:4]([CH:8]([NH2:16])[CH2:9][CH2:10][CH3:11])[CH:5]=[N:6][CH:7]=1. The yield is 0.770. (6) The reactants are [Cl:1][C:2]1[CH:7]=[CH:6][CH:5]=[CH:4][C:3]=1[C:8]1[C:9]([C:30]2[CH:35]=[CH:34][C:33]([Cl:36])=[CH:32][CH:31]=2)=[CH:10][C:11]2[N:12]([C:14]([CH2:17][C:18]3[C:19]([O:28]C)=[N:20][C:21]([C:24]([F:27])([F:26])[F:25])=[CH:22][CH:23]=3)=[N:15][N:16]=2)[N:13]=1.C([O-])(O)=O.[Na+]. The catalyst is Br. The product is [Cl:1][C:2]1[CH:7]=[CH:6][CH:5]=[CH:4][C:3]=1[C:8]1[C:9]([C:30]2[CH:31]=[CH:32][C:33]([Cl:36])=[CH:34][CH:35]=2)=[CH:10][C:11]2[N:12]([C:14]([CH2:17][C:18]3[C:19]([OH:28])=[N:20][C:21]([C:24]([F:26])([F:25])[F:27])=[CH:22][CH:23]=3)=[N:15][N:16]=2)[N:13]=1. The yield is 0.620. (7) The reactants are N(C(OCC)=O)=NC(OCC)=O.[CH:13]([C:15]1[CH:23]=[C:19]([C:20]([OH:22])=[O:21])[C:18]([OH:24])=[CH:17][CH:16]=1)=[O:14].[CH3:25][O:26][C:27]1[CH:34]=[CH:33][C:30]([CH2:31]O)=[CH:29][CH:28]=1.C1(P(C2C=CC=CC=2)C2C=CC=CC=2)C=CC=CC=1. The catalyst is O1CCCC1. The product is [CH3:25][O:26][C:27]1[CH:34]=[CH:33][C:30]([CH2:31][O:21][C:20](=[O:22])[C:19]2[C:18](=[CH:17][CH:16]=[C:15]([CH:13]=[O:14])[CH:23]=2)[OH:24])=[CH:29][CH:28]=1. The yield is 0.292. (8) The reactants are C(O[CH:4](OCC)[CH2:5][O:6][C:7]1[CH:12]=[CH:11][C:10]([C:13]2([C:16]([OH:18])=[O:17])[CH2:15][CH2:14]2)=[CH:9][CH:8]=1)C. The catalyst is C1(C)C(C)=CC=CC=1. The product is [O:6]1[C:7]2[CH:12]=[CH:11][C:10]([C:13]3([C:16]([OH:18])=[O:17])[CH2:15][CH2:14]3)=[CH:9][C:8]=2[CH:4]=[CH:5]1. The yield is 0.0500. (9) The reactants are [CH2:1]([C:3]1[CH:8]=[CH:7][C:6]([C@H:9]2[CH2:14][C@@H:13]([C:15]([F:18])([F:17])[F:16])[N:12]3[N:19]=[CH:20][C:21]([C:22]([OH:24])=O)=[C:11]3[NH:10]2)=[CH:5][CH:4]=1)[CH3:2].CN(C(ON1N=NC2C=CC=NC1=2)=[N+](C)C)C.F[P-](F)(F)(F)(F)F.C(N(CC)C(C)C)(C)C.[F:58][C:59]1[CH:64]=[C:63]([F:65])[CH:62]=[CH:61][C:60]=1[CH2:66][NH2:67]. No catalyst specified. The product is [F:58][C:59]1[CH:64]=[C:63]([F:65])[CH:62]=[CH:61][C:60]=1[CH2:66][NH:67][C:22]([C:21]1[CH:20]=[N:19][N:12]2[C@H:13]([C:15]([F:18])([F:17])[F:16])[CH2:14][C@H:9]([C:6]3[CH:7]=[CH:8][C:3]([CH2:1][CH3:2])=[CH:4][CH:5]=3)[NH:10][C:11]=12)=[O:24]. The yield is 0.125. (10) The reactants are [CH3:1][Si:2]([C:5]#[CH:6])([CH3:4])[CH3:3].C([Li])CCC.[CH:12]([SiH:15]([CH:17]([CH3:19])[CH3:18])Cl)([CH3:14])[CH3:13]. The catalyst is CCCCC. The product is [CH:12]([SiH:15]([CH:17]([CH3:19])[CH3:18])[C:6]#[C:5][Si:2]([CH3:4])([CH3:3])[CH3:1])([CH3:14])[CH3:13]. The yield is 0.990.